The task is: Predict the reaction yield, written as a fraction of the theoretical maximum amount of product (1.0 means a 100% yield; for example, 0.34 means a 34% yield).. This data is from Reaction yield outcomes from USPTO patents with 853,638 reactions. The reactants are Cl.Cl.[CH3:3][N:4]([C:13]1[CH:14]=[CH:15][CH:16]=[C:17]2[C:21]=1[NH:20][C:19]([C:22]1[S:23][CH:24]([CH2:27][N:28]3[CH2:33][CH2:32][O:31][CH2:30][CH2:29]3)[CH2:25][N:26]=1)=[CH:18]2)[S:5]([C:8]1[S:9][CH:10]=[CH:11][CH:12]=1)(=[O:7])=[O:6].[OH-].[Na+]. The catalyst is C(OCC)(=O)C. The product is [CH3:3][N:4]([C:13]1[CH:14]=[CH:15][CH:16]=[C:17]2[C:21]=1[NH:20][C:19]([C:22]1[S:23][CH:24]([CH2:27][N:28]3[CH2:33][CH2:32][O:31][CH2:30][CH2:29]3)[CH2:25][N:26]=1)=[CH:18]2)[S:5]([C:8]1[S:9][CH:10]=[CH:11][CH:12]=1)(=[O:7])=[O:6]. The yield is 0.460.